This data is from Reaction yield outcomes from USPTO patents with 853,638 reactions. The task is: Predict the reaction yield, written as a fraction of the theoretical maximum amount of product (1.0 means a 100% yield; for example, 0.34 means a 34% yield). The reactants are COC1C=CC(C[N:8]2[CH2:13][C@@H:12]([CH3:14])[C@@H:11]3[O:15][C:16](=[O:18])[NH:17][C@@H:10]3[CH2:9]2)=CC=1. The catalyst is CO.[OH-].[OH-].[Pd+2]. The product is [CH3:14][C@@H:12]1[CH2:13][NH:8][CH2:9][C@H:10]2[NH:17][C:16](=[O:18])[O:15][C@@H:11]12. The yield is 0.990.